Dataset: Full USPTO retrosynthesis dataset with 1.9M reactions from patents (1976-2016). Task: Predict the reactants needed to synthesize the given product. Given the product [N:32]1([CH2:31][CH2:30][NH:29][C:19]([C:18]2[CH:17]=[C:16]([CH:24]=[CH:23][CH:22]=2)[CH2:15][O:14][NH:13][C:11](=[O:12])[C:10]2[CH:25]=[CH:26][CH:27]=[CH:28][C:9]=2[NH:8][CH2:7][C:4]2[CH:3]=[CH:2][N:1]=[CH:6][CH:5]=2)=[O:20])[CH2:36][CH2:35][CH2:34][CH2:33]1, predict the reactants needed to synthesize it. The reactants are: [N:1]1[CH:6]=[CH:5][C:4]([CH2:7][NH:8][C:9]2[CH:28]=[CH:27][CH:26]=[CH:25][C:10]=2[C:11]([NH:13][O:14][CH2:15][C:16]2[CH:17]=[C:18]([CH:22]=[CH:23][CH:24]=2)[C:19](O)=[O:20])=[O:12])=[CH:3][CH:2]=1.[NH2:29][CH2:30][CH2:31][N:32]1[CH2:36][CH2:35][CH2:34][CH2:33]1.